Task: Predict the product of the given reaction.. Dataset: Forward reaction prediction with 1.9M reactions from USPTO patents (1976-2016) Given the reactants CO[C:3]([C:5]1[N:6]([N:12]([C:18](=[O:25])[CH2:19][C:20]([O:22][CH2:23][CH3:24])=[O:21])[CH2:13][CH2:14][CH:15]([CH3:17])[CH3:16])[CH:7]=[C:8]([C:10]#[N:11])[CH:9]=1)=[O:4].[O-]CC.[Na+], predict the reaction product. The product is: [CH2:23]([O:22][C:20]([C:19]1[C:18](=[O:25])[N:12]([CH2:13][CH2:14][CH:15]([CH3:16])[CH3:17])[N:6]2[CH:7]=[C:8]([C:10]#[N:11])[CH:9]=[C:5]2[C:3]=1[OH:4])=[O:21])[CH3:24].